This data is from Forward reaction prediction with 1.9M reactions from USPTO patents (1976-2016). The task is: Predict the product of the given reaction. (1) Given the reactants N[C:2]1[CH:7]=[CH:6][CH:5]=[CH:4][N:3]=1.[N:8]1([C:13](N2C=CN=C2)=[O:14])C=CN=C1.[CH3:20]CN(C(C)C)C(C)C.Cl.Cl.Cl.[NH:32]1[C:40]2[C:35](=[CH:36][C:37]([NH:41][C:42]3[C:43]4[CH:50]=[C:49]([C:51]5[CH2:52][CH2:53][NH:54][CH2:55][CH:56]=5)[NH:48][C:44]=4[N:45]=[CH:46][N:47]=3)=[CH:38][CH:39]=2)[CH:34]=[N:33]1, predict the reaction product. The product is: [N:3]1[CH:4]=[CH:5][CH:6]=[CH:7][C:2]=1[CH:53]1[CH2:52][C:51]([C:49]2[NH:48][C:44]3[N:45]=[CH:46][N:47]=[C:42]([NH:41][C:37]4[CH:36]=[C:35]5[C:40](=[CH:39][CH:38]=4)[NH:32][N:33]=[CH:34]5)[C:43]=3[CH:50]=2)=[CH:56][CH2:55][N:54]1[CH2:20][C:13]([NH2:8])=[O:14]. (2) The product is: [Br:1][C:2]1[CH:3]=[C:4]2[C:10]([C:28]3[CH:29]=[CH:30][C:25]([CH2:24][NH2:23])=[CH:26][CH:27]=3)=[CH:9][N:8]([S:12]([C:15]3[CH:20]=[CH:19][C:18]([CH3:21])=[CH:17][CH:16]=3)(=[O:14])=[O:13])[C:5]2=[N:6][CH:7]=1. Given the reactants [Br:1][C:2]1[CH:3]=[C:4]2[C:10](I)=[CH:9][N:8]([S:12]([C:15]3[CH:20]=[CH:19][C:18]([CH3:21])=[CH:17][CH:16]=3)(=[O:14])=[O:13])[C:5]2=[N:6][CH:7]=1.Cl.[NH2:23][CH2:24][C:25]1[CH:30]=[CH:29][C:28](B(O)O)=[CH:27][CH:26]=1.C([O-])([O-])=O.[Na+].[Na+].CCOC(C)=O, predict the reaction product. (3) Given the reactants [Cl:1][C:2]1[CH:7]=[C:6](Cl)[N:5]2[N:9]=[C:10]([C:12]3[CH:17]=[CH:16][C:15]([Cl:18])=[CH:14][CH:13]=3)[CH:11]=[C:4]2[N:3]=1.[NH:19]1[CH2:24][CH2:23][O:22][CH2:21][CH2:20]1, predict the reaction product. The product is: [Cl:1][C:2]1[CH:7]=[C:6]([N:19]2[CH2:24][CH2:23][O:22][CH2:21][CH2:20]2)[N:5]2[N:9]=[C:10]([C:12]3[CH:17]=[CH:16][C:15]([Cl:18])=[CH:14][CH:13]=3)[CH:11]=[C:4]2[N:3]=1. (4) Given the reactants CC(C)(O[C:5]([NH:7][C@@H:8]1[CH2:14][CH2:13][CH2:12][CH2:11][N:10]([C:15]([O:17][CH2:18][C:19]([F:22])([F:21])[F:20])=[O:16])[C:9]1=[O:23])=[O:6])C.C(O)(C(F)(F)F)=O.ClC(Cl)(OC(=O)OC(Cl)(Cl)Cl)Cl.C([O-])(O)=O.[Na+].[Cl:49][C:50]1[CH:59]=[C:58]2[C:53]([C:54]([N:61]3[CH2:66][CH2:65][NH:64][CH2:63][CH2:62]3)=[CH:55][C:56]([NH2:60])=[N:57]2)=[CH:52][CH:51]=1, predict the reaction product. The product is: [NH2:60][C:56]1[CH:55]=[C:54]([N:61]2[CH2:62][CH2:63][N:64]([C:5]([NH:7][C@H:8]3[CH2:14][CH2:13][CH2:12][CH2:11][N:10]([C:15]([O:17][CH2:18][C:19]([F:20])([F:21])[F:22])=[O:16])[C:9]3=[O:23])=[O:6])[CH2:65][CH2:66]2)[C:53]2[C:58](=[CH:59][C:50]([Cl:49])=[CH:51][CH:52]=2)[N:57]=1. (5) Given the reactants [Cl:1][C:2]1[C:3]([O:12][C:13]2[CH:18]=[C:17]([O:19][CH:20]([CH3:22])[CH3:21])[CH:16]=[CH:15][C:14]=2[CH2:23][CH2:24][C:25](OCC)=[O:26])=[N:4][CH:5]=[C:6]([C:8]([F:11])([F:10])[F:9])[CH:7]=1.[H-].[Al+3].[Li+].[H-].[H-].[H-].O.O.O.O.O.O.O.O.O.O.S([O-])([O-])(=O)=O.[Na+].[Na+], predict the reaction product. The product is: [Cl:1][C:2]1[C:3]([O:12][C:13]2[CH:18]=[C:17]([O:19][CH:20]([CH3:21])[CH3:22])[CH:16]=[CH:15][C:14]=2[CH2:23][CH2:24][CH2:25][OH:26])=[N:4][CH:5]=[C:6]([C:8]([F:11])([F:10])[F:9])[CH:7]=1.